From a dataset of Catalyst prediction with 721,799 reactions and 888 catalyst types from USPTO. Predict which catalyst facilitates the given reaction. (1) Reactant: [CH3:1][C:2]1[C:3]([CH3:21])=[CH:4][C:5]2[N:14]([CH2:15][CH:16]=O)[C:13]3[C:8]([C:9](=[O:19])[NH:10][C:11](=[O:18])[N:12]=3)=[N:7][C:6]=2[CH:20]=1.[Cl:22][C:23]1[CH:24]=[C:25]([CH2:30][NH2:31])[CH:26]=[CH:27][C:28]=1[Cl:29].CC(O)=O.C([BH3-])#N.[Na+]. Product: [Cl:22][C:23]1[CH:24]=[C:25]([CH:26]=[CH:27][C:28]=1[Cl:29])[CH2:30][NH:31][CH2:16][CH2:15][N:14]1[C:13]2[C:8]([C:9](=[O:19])[NH:10][C:11](=[O:18])[N:12]=2)=[N:7][C:6]2[CH:20]=[C:2]([CH3:1])[C:3]([CH3:21])=[CH:4][C:5]1=2. The catalyst class is: 8. (2) Reactant: [NH2:1][CH2:2][C@@H:3]1[O:9][CH2:8][CH2:7][N:6]([C:10]([O:12][C:13]([CH3:16])([CH3:15])[CH3:14])=[O:11])[CH2:5][C@H:4]1[C:17]1[CH:22]=[CH:21][C:20]([Cl:23])=[C:19]([Cl:24])[CH:18]=1.C(N(CC)CC)C.[C:32]([O:35][CH2:36][C:37](Cl)=[O:38])(=O)C.O. Product: [Cl:24][C:19]1[CH:18]=[C:17]([C@H:4]2[C@H:3]([CH2:2][NH:1][C:37](=[O:38])[CH2:36][O:35][CH3:32])[O:9][CH2:8][CH2:7][N:6]([C:10]([O:12][C:13]([CH3:16])([CH3:15])[CH3:14])=[O:11])[CH2:5]2)[CH:22]=[CH:21][C:20]=1[Cl:23]. The catalyst class is: 1. (3) Product: [NH2:11][C@@H:10]1[C:9](=[O:26])[NH:8][C:7]2[CH:27]=[C:28]([F:31])[CH:29]=[CH:30][C:6]=2[O:5][C@@H:4]1[CH:1]1[CH2:3][CH2:2]1. The catalyst class is: 19. Reactant: [CH:1]1([C@@H:4]2[C@H:10]([N:11](CC3C=CC=CC=3)CC3C=CC=CC=3)[C:9](=[O:26])[NH:8][C:7]3[CH:27]=[C:28]([F:31])[CH:29]=[CH:30][C:6]=3[O:5]2)[CH2:3][CH2:2]1. (4) Reactant: [N+:1]([C:4]1[CH:14]=[CH:13][C:7]([O:8][CH2:9][C:10]([OH:12])=O)=[CH:6][CH:5]=1)([O-:3])=[O:2].Cl.C(N(CC)CC)C.[C:23](=[N:26]O)([NH2:25])[CH3:24].CCN=C=NCCCN(C)C.Cl.Cl.C(N(C(C)C)CC)(C)C. Product: [CH3:24][C:23]1[N:26]=[C:10]([CH2:9][O:8][C:7]2[CH:6]=[CH:5][C:4]([N+:1]([O-:3])=[O:2])=[CH:14][CH:13]=2)[O:12][N:25]=1. The catalyst class is: 7. (5) Reactant: [C:1]([O:5][C:6]([NH:8][C:9]1[CH:13]=[CH:12][O:11][C:10]=1[C:14]([OH:16])=O)=[O:7])([CH3:4])([CH3:3])[CH3:2].CC[N:19](C(C)C)C(C)C.C1CN([P+](ON2N=NC3C=CC=CC2=3)(N2CCCC2)N2CCCC2)CC1.F[P-](F)(F)(F)(F)F.[Cl-].[NH4+].Cl. Product: [C:14]([C:10]1[O:11][CH:12]=[CH:13][C:9]=1[NH:8][C:6](=[O:7])[O:5][C:1]([CH3:4])([CH3:3])[CH3:2])(=[O:16])[NH2:19]. The catalyst class is: 3. (6) Reactant: Br[C:2]1[CH:3]=[C:4]2[CH2:8][NH:7][C:6](=[O:9])[N:5]2[CH:10]=1.[C:11]([NH:15][C:16]1[C:25]([CH3:26])=[N:24][C:23]2[C:18](=[C:19](B3OC(C)(C)C(C)(C)O3)[CH:20]=[CH:21][CH:22]=2)[N:17]=1)([CH3:14])([CH3:13])[CH3:12].[O-]P([O-])([O-])=O.[K+].[K+].[K+].CC(C1C=C(C(C)C)C(C2C=CC=CC=2P(C2CCCCC2)C2CCCCC2)=C(C(C)C)C=1)C. Product: [C:11]([NH:15][C:16]1[C:25]([CH3:26])=[N:24][C:23]2[C:18]([N:17]=1)=[C:19]([C:2]1[CH:3]=[C:4]3[CH2:8][NH:7][C:6](=[O:9])[N:5]3[CH:10]=1)[CH:20]=[CH:21][CH:22]=2)([CH3:14])([CH3:13])[CH3:12]. The catalyst class is: 333.